This data is from NCI-60 drug combinations with 297,098 pairs across 59 cell lines. The task is: Regression. Given two drug SMILES strings and cell line genomic features, predict the synergy score measuring deviation from expected non-interaction effect. Drug 2: C1CNP(=O)(OC1)N(CCCl)CCCl. Synergy scores: CSS=27.4, Synergy_ZIP=-0.505, Synergy_Bliss=-0.380, Synergy_Loewe=-26.6, Synergy_HSA=1.07. Drug 1: CCC1=C2CN3C(=CC4=C(C3=O)COC(=O)C4(CC)O)C2=NC5=C1C=C(C=C5)O. Cell line: NCI-H522.